This data is from Full USPTO retrosynthesis dataset with 1.9M reactions from patents (1976-2016). The task is: Predict the reactants needed to synthesize the given product. (1) Given the product [CH2:1]([NH:8][C:9]1[NH:10][C:11](=[O:18])[C:12]2[NH:13][CH:14]=[N:15][C:16]=2[N:17]=1)[C:2]1[CH:7]=[CH:6][CH:5]=[CH:4][CH:3]=1.[NH:36]1[CH2:41][CH2:40][CH2:39][CH2:38][CH2:37]1, predict the reactants needed to synthesize it. The reactants are: [CH2:1]([NH:8][C:9]1[NH:10][C:11](=[O:18])[C:12]2[NH:13][CH:14]=[N:15][C:16]=2[N:17]=1)[C:2]1[CH:7]=[CH:6][CH:5]=[CH:4][CH:3]=1.C([N:36]1[CH2:41][CH2:40][CH2:39][CH2:38][CH2:37]1)(OCC1C2C(=CC=CC=2)C2C1=CC=CC=2)=O.N1CCCCC1.C(#N)C.FC(F)(F)C(O)=O. (2) Given the product [Cl:1][C:2]1[CH:3]=[CH:4][C:5]([C:8]2[C:9]([C:20]3[CH:25]=[CH:24][CH:23]=[CH:22][C:21]=3[Cl:26])=[N:10][N:11]3[C:16]([OH:17])=[CH:15][CH:14]=[N:13][C:12]=23)=[CH:6][CH:7]=1, predict the reactants needed to synthesize it. The reactants are: [Cl:1][C:2]1[CH:7]=[CH:6][C:5]([C:8]2[C:9]([C:20]3[CH:25]=[CH:24][CH:23]=[CH:22][C:21]=3[Cl:26])=[N:10][N:11]3[C:16]([O:17]CC)=[CH:15][CH:14]=[N:13][C:12]=23)=[CH:4][CH:3]=1.[OH-].C([N+](CCCC)(CCCC)CCCC)CCC.Cl. (3) Given the product [CH3:1][C:2]([CH3:32])([CH3:31])[CH2:3][N:4]([CH3:30])[C:5]1[C:10]([C:11]#[N:12])=[C:9]([NH:13][C:14]2[CH:19]=[C:18]([C:20]3[NH:24][CH:23]=[N:22][N:21]=3)[CH:17]=[CH:16][C:15]=2[CH3:25])[N:8]=[C:7]([NH:45][C@@H:42]2[CH2:43][CH2:44][NH:40][CH2:41]2)[N:6]=1, predict the reactants needed to synthesize it. The reactants are: [CH3:1][C:2]([CH3:32])([CH3:31])[CH2:3][N:4]([CH3:30])[C:5]1[C:10]([C:11]#[N:12])=[C:9]([NH:13][C:14]2[CH:19]=[C:18]([C:20]3[NH:24][CH:23]=[N:22][N:21]=3)[CH:17]=[CH:16][C:15]=2[CH3:25])[N:8]=[C:7](S(C)(=O)=O)[N:6]=1.C(OC([N:40]1[CH2:44][CH2:43][C@@H:42]([NH2:45])[CH2:41]1)=O)(C)(C)C. (4) Given the product [Cl:1][CH:2]([Cl:6])[C:3]([NH:7][C:8]1[CH:13]=[CH:12][C:11]([F:14])=[CH:10][N:9]=1)=[O:4], predict the reactants needed to synthesize it. The reactants are: [Cl:1][CH:2]([Cl:6])[C:3](Cl)=[O:4].[NH2:7][C:8]1[CH:13]=[CH:12][C:11]([F:14])=[CH:10][N:9]=1.C(=O)(O)[O-].[Na+]. (5) Given the product [F:1][C:2]1[CH:7]=[CH:6][C:5]([N:9]2[CH2:13][CH2:12][CH:11]([OH:14])[CH2:10]2)=[CH:4][CH:3]=1, predict the reactants needed to synthesize it. The reactants are: [F:1][C:2]1[CH:7]=[CH:6][C:5](I)=[CH:4][CH:3]=1.[NH:9]1[CH2:13][CH2:12][CH:11]([OH:14])[CH2:10]1.P([O-])([O-])([O-])=O.[K+].[K+].[K+].CN(CCO)C. (6) Given the product [CH3:29][N:28]([CH2:30][C:31]1[CH:32]=[C:33]([NH:34]/[C:16](=[C:6]2\[C:5](=[O:26])[NH:4][C:12]3[C:7]\2=[CH:8][C:9]([N+:13]([O-:15])=[O:14])=[CH:10][CH:11]=3)/[C:17]2[CH:18]=[CH:19][CH:20]=[CH:21][CH:22]=2)[CH:35]=[CH:36][CH:37]=1)[CH3:27], predict the reactants needed to synthesize it. The reactants are: C([N:4]1[C:12]2[C:7](=[CH:8][C:9]([N+:13]([O-:15])=[O:14])=[CH:10][CH:11]=2)[C:6](=[C:16](OCC)[C:17]2[CH:22]=[CH:21][CH:20]=[CH:19][CH:18]=2)[C:5]1=[O:26])(=O)C.[CH3:27][N:28]([CH2:30][C:31]1[CH:32]=[C:33]([CH:35]=[CH:36][CH:37]=1)[NH2:34])[CH3:29].[OH-].[Na+]. (7) Given the product [C:29]1([N:6]2[C:7]3[C:12](=[CH:11][CH:10]=[CH:9][CH:8]=3)[CH2:13][C:14]3[CH:1]=[CH:2][CH:3]=[CH:4][C:5]2=3)[C:28]2[C:37]3=[C:36]4[C:25](=[CH:26][CH:27]=2)[CH:24]=[CH:23][CH:22]=[C:35]4[CH:34]=[CH:33][C:32]3=[CH:31][CH:30]=1, predict the reactants needed to synthesize it. The reactants are: [CH:1]1[C:14]2[CH2:13][C:12]3[C:7](=[CH:8][CH:9]=[CH:10][CH:11]=3)[NH:6][C:5]=2[CH:4]=[CH:3][CH:2]=1.CC(C)([O-])C.[Na+].Br[C:22]1[C:35]2[C:36]3=[C:37]4[C:32](=[CH:33][CH:34]=2)[CH:31]=[CH:30][CH:29]=[C:28]4[CH:27]=[CH:26][C:25]3=[CH:24][CH:23]=1.C(Cl)Cl. (8) Given the product [OH:3][CH2:4][C:6]1[CH:14]=[CH:13][C:9]2[N:10]=[CH:11][NH:12][C:8]=2[CH:7]=1, predict the reactants needed to synthesize it. The reactants are: C([O:3][C:4]([C:6]1[CH:14]=[CH:13][C:9]2[N:10]=[CH:11][NH:12][C:8]=2[CH:7]=1)=O)C.CC(C[AlH]CC(C)C)C. (9) Given the product [Cl:1][C:2]1[C:3]([S:32]([NH2:40])=[O:34])=[N:4][CH:5]=[C:6]([C:17]([N:19]2[CH2:24][CH2:23][CH:22]([C:25]3[CH:30]=[CH:29][C:28]([F:31])=[CH:27][CH:26]=3)[CH2:21][CH2:20]2)=[O:18])[C:7]=1[NH:8][C:9]1[CH:14]=[CH:13][C:12]([F:15])=[CH:11][C:10]=1[CH3:16], predict the reactants needed to synthesize it. The reactants are: [Cl:1][C:2]1[C:3]([S:32]([O:34]C)=O)=[N:4][CH:5]=[C:6]([C:17]([N:19]2[CH2:24][CH2:23][CH:22]([C:25]3[CH:30]=[CH:29][C:28]([F:31])=[CH:27][CH:26]=3)[CH2:21][CH2:20]2)=[O:18])[C:7]=1[NH:8][C:9]1[CH:14]=[CH:13][C:12]([F:15])=[CH:11][C:10]=1[CH3:16].C[Si]([N-:40][Si](C)(C)C)(C)C.[Li+].[Cl-].[NH4+]. (10) Given the product [CH2:35]([N:17]([CH2:16][C:15]([C:6]1[C:7]2[O:11][C:10]([CH:12]3[CH2:14][CH2:13]3)=[N:9][C:8]=2[C:3]([C:1]#[N:2])=[C:4]([CH3:32])[C:5]=1[C:26]1[CH:27]=[CH:28][CH:29]=[CH:30][CH:31]=1)=[CH2:25])[C:18](=[O:24])[O:19][C:20]([CH3:23])([CH3:22])[CH3:21])[CH:34]=[CH2:33], predict the reactants needed to synthesize it. The reactants are: [C:1]([C:3]1[C:8]2[N:9]=[C:10]([CH:12]3[CH2:14][CH2:13]3)[O:11][C:7]=2[C:6]([C:15](=[CH2:25])[CH2:16][NH:17][C:18](=[O:24])[O:19][C:20]([CH3:23])([CH3:22])[CH3:21])=[C:5]([C:26]2[CH:31]=[CH:30][CH:29]=[CH:28][CH:27]=2)[C:4]=1[CH3:32])#[N:2].[CH2:33](Br)[CH:34]=[CH2:35].[H-].[Na+].C(O)(=O)CC(CC(O)=O)(C(O)=O)O.